This data is from Reaction yield outcomes from USPTO patents with 853,638 reactions. The task is: Predict the reaction yield, written as a fraction of the theoretical maximum amount of product (1.0 means a 100% yield; for example, 0.34 means a 34% yield). (1) The reactants are [CH3:1][O:2][C:3]1[CH:8]=[CH:7][CH:6]=[CH:5][C:4]=1[N:9]1[CH2:14][CH2:13][NH:12][CH2:11][CH2:10]1.Br[CH2:16][CH2:17][CH2:18][C:19]([O:21][CH2:22][CH3:23])=[O:20].C([O-])([O-])=O.[K+].[K+]. The catalyst is C(#N)C. The product is [CH3:1][O:2][C:3]1[CH:8]=[CH:7][CH:6]=[CH:5][C:4]=1[N:9]1[CH2:14][CH2:13][N:12]([CH2:16][CH2:17][CH2:18][C:19]([O:21][CH2:22][CH3:23])=[O:20])[CH2:11][CH2:10]1. The yield is 0.680. (2) The reactants are [Cl:1][C:2]1[C:7]([C:8]([NH:10][C:11]2[CH:12]=[C:13]3[C:19]([O:20][CH3:21])=[N:18][NH:17][C:14]3=[N:15][CH:16]=2)=[O:9])=[C:6]([F:22])[C:5]([OH:23])=[CH:4][CH:3]=1.[F:24][C:25]([F:35])([F:34])[C:26]1[CH:31]=[CH:30][C:29]([CH2:32]O)=[CH:28][CH:27]=1.C1(P(C2C=CC=CC=2)C2C=CC=CC=2)C=CC=CC=1.N(C(OCC)=O)=NC(OCC)=O. The catalyst is C1COCC1.CCOC(C)=O. The product is [Cl:1][C:2]1[C:7]([C:8]([NH:10][C:11]2[CH:12]=[C:13]3[C:19]([O:20][CH3:21])=[N:18][NH:17][C:14]3=[N:15][CH:16]=2)=[O:9])=[C:6]([F:22])[C:5]([O:23][CH2:32][C:29]2[CH:28]=[CH:27][C:26]([C:25]([F:24])([F:34])[F:35])=[CH:31][CH:30]=2)=[CH:4][CH:3]=1. The yield is 0.380. (3) The reactants are [Br:1][C:2]1[CH:3]=[CH:4][C:5]([N:17]=[C:18]=S)=[C:6]([CH:16]=1)[CH2:7][O:8][Si](C(C)(C)C)(C)C.[F:20][C:21]1[CH:22]=[C:23]2[C:27](=[CH:28][CH:29]=1)[CH:26]([NH2:30])[CH2:25][CH2:24]2. No catalyst specified. The product is [Br:1][C:2]1[CH:3]=[CH:4][C:5]2[N:17]=[C:18]([NH:30][CH:26]3[C:27]4[C:23](=[CH:22][C:21]([F:20])=[CH:29][CH:28]=4)[CH2:24][CH2:25]3)[O:8][CH2:7][C:6]=2[CH:16]=1. The yield is 0.690. (4) The reactants are [Cl:1][C:2]1[CH:3]=[C:4]2[C:9](=[CH:10][C:11]=1[O:12][C:13]1[CH:21]=[CH:20][C:16]([C:17]([OH:19])=O)=[CH:15][CH:14]=1)[O:8][CH2:7][CH2:6][CH:5]2[C:22]([O:24][CH2:25][CH3:26])=[O:23].C(Cl)(=O)C(Cl)=O.C(N(C(C)C)C(C)C)C.[NH2:42][CH:43]([CH2:46][C:47]1[CH:52]=[CH:51][C:50]([Cl:53])=[CH:49][CH:48]=1)[CH2:44][OH:45]. The catalyst is ClCCl.CN(C=O)C.CCOC(C)=O. The product is [Cl:1][C:2]1[CH:3]=[C:4]2[C:9](=[CH:10][C:11]=1[O:12][C:13]1[CH:14]=[CH:15][C:16]([C:17](=[O:19])[NH:42][CH:43]([CH2:44][OH:45])[CH2:46][C:47]3[CH:52]=[CH:51][C:50]([Cl:53])=[CH:49][CH:48]=3)=[CH:20][CH:21]=1)[O:8][CH2:7][CH2:6][CH:5]2[C:22]([O:24][CH2:25][CH3:26])=[O:23]. The yield is 0.768. (5) The reactants are [N-]=[N+]=[N-].[N:4]([C:7]1([CH3:18])[C:16]2[C:11](=[CH:12][CH:13]=[C:14]([I:17])[CH:15]=2)[O:10][CH2:9][CH2:8]1)=[N+]=[N-].CP(C)C.O. The catalyst is C1COCC1. The product is [I:17][C:14]1[CH:15]=[C:16]2[C:11](=[CH:12][CH:13]=1)[O:10][CH2:9][CH2:8][C:7]2([CH3:18])[NH2:4]. The yield is 0.910. (6) The reactants are [NH2:1][C:2]1[N:7]=[C:6]2[N:8]([CH2:20][CH3:21])[C:9]([C:11]([N:13]([CH:17]3[CH2:19][CH2:18]3)[CH:14]3[CH2:16][CH2:15]3)=[O:12])=[CH:10][C:5]2=[C:4]2[N:22]([CH3:25])[CH:23]=[N:24][C:3]=12.[H-].[Na+].[F:28][C:29]1[CH:30]=[CH:31][C:32]2[S:36][C:35](S(C)=O)=[N:34][C:33]=2[CH:40]=1. The catalyst is CN(C=O)C.C(OCC)(=O)C. The product is [CH:14]1([N:13]([CH:17]2[CH2:19][CH2:18]2)[C:11]([C:9]2[N:8]([CH2:20][CH3:21])[C:6]3=[N:7][C:2]([NH:1][C:35]4[S:36][C:32]5[CH:31]=[CH:30][C:29]([F:28])=[CH:40][C:33]=5[N:34]=4)=[C:3]4[N:24]=[CH:23][N:22]([CH3:25])[C:4]4=[C:5]3[CH:10]=2)=[O:12])[CH2:16][CH2:15]1. The yield is 0.171. (7) The yield is 0.424. The catalyst is O. The product is [CH2:11]1[O:12][C@@H:5]2[C@@H:3]([OH:4])[CH2:2][O:8][C@@H:7]2[C@@H:9]1[OH:10]. The reactants are O[CH2:2][C@@H:3]([C@H:5]([C@@H:7]([C@@H:9]([CH2:11][OH:12])[OH:10])[OH:8])O)[OH:4]. (8) The reactants are [C:1]([C:4]1[CH:9]=[N:8][N:7]2[CH:10]=[C:11]([C:13]3[CH:18]=[CH:17][CH:16]=[CH:15][CH:14]=3)[CH:12]=[C:6]2[C:5]=1[NH:19][CH:20]([CH3:28])[C:21]([CH3:27])([CH3:26])[C:22]([O:24]C)=[O:23])(=[O:3])[NH2:2].[OH-].[K+]. The catalyst is CO.O. The product is [C:1]([C:4]1[CH:9]=[N:8][N:7]2[CH:10]=[C:11]([C:13]3[CH:18]=[CH:17][CH:16]=[CH:15][CH:14]=3)[CH:12]=[C:6]2[C:5]=1[NH:19][CH:20]([CH3:28])[C:21]([CH3:27])([CH3:26])[C:22]([OH:24])=[O:23])(=[O:3])[NH2:2]. The yield is 0.833. (9) The reactants are [CH3:1][O:2][C:3]1[CH:10]=[CH:9][CH:8]=[CH:7][C:4]=1[CH:5]=O.CO[CH:13](OC)[CH2:14][NH2:15].ClC(OCC)=O.P(OC)(OC)OC.[OH-].[Na+]. The catalyst is C1C=CC=CC=1.C(Cl)Cl.[Ti](Cl)(Cl)(Cl)Cl. The product is [CH3:1][O:2][C:3]1[CH:10]=[CH:9][CH:8]=[C:7]2[C:4]=1[CH:5]=[N:15][CH:14]=[CH:13]2. The yield is 0.700. (10) The product is [O:1]1[C:6]2[CH:7]=[CH:8][C:9]([C:22]([C@H:20]3[CH2:21][C@@H:19]3[C:17]([O:16][CH3:15])=[O:18])=[O:23])=[CH:10][C:5]=2[O:4][CH2:3][CH2:2]1. The catalyst is Cl[Pd](Cl)([P](C1C=CC=CC=1)(C1C=CC=CC=1)C1C=CC=CC=1)[P](C1C=CC=CC=1)(C1C=CC=CC=1)C1C=CC=CC=1.C1(C)C=CC=CC=1. The reactants are [O:1]1[C:6]2[CH:7]=[CH:8][C:9]([Sn](C)(C)C)=[CH:10][C:5]=2[O:4][CH2:3][CH2:2]1.[CH3:15][O:16][C:17]([C@H:19]1[CH2:21][C@@H:20]1[C:22](O)=[O:23])=[O:18]. The yield is 0.580.